This data is from Blood-brain barrier permeability regression values from the B3DB database. The task is: Regression/Classification. Given a drug SMILES string, predict its absorption, distribution, metabolism, or excretion properties. Task type varies by dataset: regression for continuous measurements (e.g., permeability, clearance, half-life) or binary classification for categorical outcomes (e.g., BBB penetration, CYP inhibition). For this dataset (b3db_regression), we predict Y. The compound is CN(C)[C@@H]1[C@@H]2C[C@@H]3CC4=C(C=CC(=C4C(=C3C(=O)[C@@]2(C(=C(C1=O)C(=O)N)O)O)O)O)N(C)C. The Y is -0.520 log(BB ratio).